This data is from Full USPTO retrosynthesis dataset with 1.9M reactions from patents (1976-2016). The task is: Predict the reactants needed to synthesize the given product. (1) Given the product [CH3:1][O:2][CH2:3][CH2:4][N:46]1[C:42]2[CH2:41][CH2:40][N:39]([C:53]([O:55][C:56]([CH3:59])([CH3:58])[CH3:57])=[O:54])[C:38](=[O:37])[C:43]=2[CH:44]=[C:45]1[C:47]1[CH:48]=[CH:49][N:50]=[CH:51][CH:52]=1, predict the reactants needed to synthesize it. The reactants are: [CH3:1][O:2][CH2:3][CH2:4]O.C1(P(C2C=CC=CC=2)C2C=CC=CC=2)C=CC=CC=1.C(OC(N=NC(OCC)=O)=O)C.[O:37]=[C:38]1[C:43]2[CH:44]=[C:45]([C:47]3[CH:52]=[CH:51][N:50]=[CH:49][CH:48]=3)[NH:46][C:42]=2[CH2:41][CH2:40][N:39]1[C:53]([O:55][C:56]([CH3:59])([CH3:58])[CH3:57])=[O:54]. (2) Given the product [CH3:19][O:20][CH2:21][C:22]1[NH:23][C:3]([C:5]2[C:6]([CH3:16])=[CH:7][C:8]([CH3:15])=[C:9]([CH:14]=2)[C:10]([O:12][CH3:13])=[O:11])=[C:2]([CH3:17])[N:24]=1.[CH3:19][O:20][CH2:21][C:22]1[O:4][C:3]([C:5]2[C:6]([CH3:16])=[CH:7][C:8]([CH3:15])=[C:9]([CH:14]=2)[C:10]([O:12][CH3:13])=[O:11])=[C:2]([CH3:17])[N:23]=1, predict the reactants needed to synthesize it. The reactants are: Br[CH:2]([CH3:17])[C:3]([C:5]1[C:6]([CH3:16])=[CH:7][C:8]([CH3:15])=[C:9]([CH:14]=1)[C:10]([O:12][CH3:13])=[O:11])=[O:4].Cl.[CH3:19][O:20][CH2:21][C:22](=[NH:24])[NH2:23].C(=O)([O-])[O-].[K+].[K+]. (3) The reactants are: [CH3:1][O:2][C:3]([C:5]1[S:14][C:8]2[N:9]=[CH:10][N:11]=[C:12](Cl)[C:7]=2[C:6]=1[CH3:15])=[O:4].[NH2:16][CH2:17][CH2:18][C:19]1[S:23][C:22]([NH:24][C:25]([NH:27][C:28]2[CH:33]=[CH:32][CH:31]=[C:30]([C:34]([F:37])([F:36])[F:35])[CH:29]=2)=[O:26])=[N:21][CH:20]=1.CCN(C(C)C)C(C)C. Given the product [CH4:1].[CH3:1][O:2][C:3]([C:5]1[S:14][C:8]2[N:9]=[CH:10][N:11]=[C:12]([NH:16][CH2:17][CH2:18][C:19]3[S:23][C:22]([NH:24][C:25]([NH:27][C:28]4[CH:33]=[CH:32][CH:31]=[C:30]([C:34]([F:36])([F:37])[F:35])[CH:29]=4)=[O:26])=[N:21][CH:20]=3)[C:7]=2[C:6]=1[CH3:15])=[O:4], predict the reactants needed to synthesize it. (4) Given the product [F:8][C:4]1[CH:5]=[CH:6][CH:7]=[C:2]([F:1])[C:3]=1[N:9]1[C:14]2[N:15]=[C:16]([N:29]3[CH2:30][CH2:31][CH:32]([N:35]4[CH2:36][CH2:37][CH:38]([CH3:41])[CH2:39][CH2:40]4)[CH2:33][CH2:34]3)[N:17]=[C:18]([C:19]3[CH:20]=[C:21]([CH:25]=[CH:26][C:27]=3[CH3:28])[C:22]([NH:78][CH2:74][CH:75]([CH3:77])[CH3:76])=[O:23])[C:13]=2[CH:12]=[CH:11][C:10]1=[O:42], predict the reactants needed to synthesize it. The reactants are: [F:1][C:2]1[CH:7]=[CH:6][CH:5]=[C:4]([F:8])[C:3]=1[N:9]1[C:14]2[N:15]=[C:16]([N:29]3[CH2:34][CH2:33][CH:32]([N:35]4[CH2:40][CH2:39][CH:38]([CH3:41])[CH2:37][CH2:36]4)[CH2:31][CH2:30]3)[N:17]=[C:18]([C:19]3[CH:20]=[C:21]([CH:25]=[CH:26][C:27]=3[CH3:28])[C:22](O)=[O:23])[C:13]=2[CH:12]=[CH:11][C:10]1=[O:42].CN(C(ON1N=NC2C=CC=CC1=2)=[N+](C)C)C.F[P-](F)(F)(F)(F)F.C(N(CC)CC)C.[CH2:74]([NH2:78])[CH:75]([CH3:77])[CH3:76]. (5) Given the product [Cl:33][C:34]1[CH:39]=[CH:38][C:37]([C:40]2[CH:44]=[C:43]([C:45]([NH:47][C:48]3[CH:49]=[CH:50][C:51]([C:54]4[CH:62]=[C:61]5[C:57]([CH2:58][N:59]([C@@H:64]([CH:69]([CH3:71])[CH3:70])[C:65]([OH:67])=[O:66])[C:60]5=[O:63])=[CH:56][CH:55]=4)=[CH:52][CH:53]=3)=[O:46])[O:42][N:41]=2)=[CH:36][CH:35]=1, predict the reactants needed to synthesize it. The reactants are: C(NC1C=CC(C2C=C3C(CN([C@@H](C(C)C)C(O)=O)C3=O)=CC=2)=CC=1)(=O)C1C=CC=CC=1.[Cl:33][C:34]1[CH:39]=[CH:38][C:37]([C:40]2[CH:44]=[C:43]([C:45]([NH:47][C:48]3[CH:53]=[CH:52][C:51]([C:54]4[CH:62]=[C:61]5[C:57]([CH2:58][N:59]([C@@H:64]([CH:69]([CH3:71])[CH3:70])[C:65]([O:67]C)=[O:66])[C:60]5=[O:63])=[CH:56][CH:55]=4)=[CH:50][CH:49]=3)=[O:46])[O:42][N:41]=2)=[CH:36][CH:35]=1. (6) Given the product [F:40][C:25]1[C:26]([C:27](=[O:28])[NH:29][CH2:30][CH2:31][CH2:32][N:33]2[CH2:37][CH2:36][CH2:35][C:34]2=[O:38])=[CH:39][C:22]([NH:21][C:9]([C:7]2[N:8]=[C:4]([CH:1]3[CH2:2][CH2:3]3)[O:5][CH:6]=2)=[O:11])=[C:23]([N:41]2[CH2:42][CH2:43][N:44]([C:47]3[CH:52]=[CH:51][CH:50]=[CH:49][C:48]=3[CH3:53])[CH2:45][CH2:46]2)[CH:24]=1, predict the reactants needed to synthesize it. The reactants are: [CH:1]1([C:4]2[O:5][CH:6]=[C:7]([C:9]([OH:11])=O)[N:8]=2)[CH2:3][CH2:2]1.C(N(CC)C(C)C)(C)C.[NH2:21][C:22]1[C:23]([N:41]2[CH2:46][CH2:45][N:44]([C:47]3[CH:52]=[CH:51][CH:50]=[CH:49][C:48]=3[CH3:53])[CH2:43][CH2:42]2)=[CH:24][C:25]([F:40])=[C:26]([CH:39]=1)[C:27]([NH:29][CH2:30][CH2:31][CH2:32][N:33]1[CH2:37][CH2:36][CH2:35][C:34]1=[O:38])=[O:28].[Cl-].[Li+]. (7) Given the product [CH3:102][N:103]([CH2:110][C:111]([O:23][C@H:22]1[C@@H:21]([OH:24])[C@H:20]([N:25]2[CH:33]=[N:32][C:31]3[C:26]2=[N:27][CH:28]=[N:29][C:30]=3[NH2:34])[O:19][C@@H:18]1[CH2:17][O:16][P:13]([O:12][C@H:11]1[CH2:10][C@H:9]([N:35]2[CH:40]=[CH:39][C:38]([NH2:41])=[N:37][C:36]2=[O:42])[O:8][C@@H:7]1[CH2:6][O:5][P:1]([OH:4])([OH:3])=[O:2])([OH:15])=[O:14])=[O:112])[C:104](=[O:109])[CH2:105][CH2:106][CH:107]=[CH2:108], predict the reactants needed to synthesize it. The reactants are: [P:1]([O:5][CH2:6][C@@H:7]1[C@@H:11]([O:12][P:13]([O:16][CH2:17][C@@H:18]2[C@@H:22]([OH:23])[C@@H:21]([OH:24])[C@H:20]([N:25]3[CH:33]=[N:32][C:31]4[C:26]3=[N:27][CH:28]=[N:29][C:30]=4[NH2:34])[O:19]2)([OH:15])=[O:14])[CH2:10][C@H:9]([N:35]2[CH:40]=[CH:39][C:38]([NH2:41])=[N:37][C:36]2=[O:42])[O:8]1)([OH:4])([OH:3])=[O:2].C([N+](CCCC)(CCCC)CCCC)CCC.P(OC[C@@H]1[C@@H](OP(OC[C@@H]2[C@@H](O)[C@@H](O)[C@H](N3C=NC4C3=NC=NC=4N)O2)(O)=O)C[C@H](N2C=CC(N)=NC2=O)O1)(O)(O)=O.[CH3:102][N:103]([CH2:110][C:111](OCC#N)=[O:112])[C:104](=[O:109])[CH2:105][CH2:106][CH:107]=[CH2:108].